The task is: Predict the product of the given reaction.. This data is from Forward reaction prediction with 1.9M reactions from USPTO patents (1976-2016). (1) Given the reactants [OH:1][CH2:2][CH:3]([NH:8][S:9]([C:12]1[CH:17]=[CH:16][C:15]([O:18][CH3:19])=[CH:14][CH:13]=1)(=[O:11])=[O:10])[C:4]([O:6][CH3:7])=[O:5].[H-].[Na+].[N+:22]([C:25]1[CH:32]=[CH:31][CH:30]=[CH:29][C:26]=1[CH2:27]Br)([O-:24])=[O:23], predict the reaction product. The product is: [OH:1][CH2:2][CH:3]([N:8]([S:9]([C:12]1[CH:13]=[CH:14][C:15]([O:18][CH3:19])=[CH:16][CH:17]=1)(=[O:11])=[O:10])[CH2:27][C:26]1[CH:29]=[CH:30][CH:31]=[CH:32][C:25]=1[N+:22]([O-:24])=[O:23])[C:4]([O:6][CH3:7])=[O:5]. (2) Given the reactants [I:1][C:2]1[CH:8]=[CH:7][C:5](N)=[CH:4][CH:3]=1.N([O-])=O.[Na+].CO.[C:15]([O:19][CH3:20])(=[O:18])[CH:16]=[CH2:17], predict the reaction product. The product is: [CH3:20][O:19][C:15](=[O:18])[CH:16]=[CH:17][C:5]1[CH:7]=[CH:8][C:2]([I:1])=[CH:3][CH:4]=1.